From a dataset of Full USPTO retrosynthesis dataset with 1.9M reactions from patents (1976-2016). Predict the reactants needed to synthesize the given product. (1) Given the product [NH2:1][C:2]1[N:3]=[C:4]([Cl:32])[C:5]2=[C:6]([N:8]([CH2:21][C:22]3[C:27]([CH3:28])=[C:26]([O:29][CH3:30])[C:25]([CH3:31])=[CH:24][N:23]=3)[C:9](=[O:20])/[C:10]/2=[CH:11]\[C:12]2[NH:16][CH:15]=[C:14]([C:17]([NH:41][CH2:40][CH2:39][N:36]3[CH2:37][CH2:38][O:33][CH2:34][CH2:35]3)=[O:19])[CH:13]=2)[N:7]=1, predict the reactants needed to synthesize it. The reactants are: [NH2:1][C:2]1[N:3]=[C:4]([Cl:32])[C:5]2=[C:6]([N:8]([CH2:21][C:22]3[C:27]([CH3:28])=[C:26]([O:29][CH3:30])[C:25]([CH3:31])=[CH:24][N:23]=3)[C:9](=[O:20])/[C:10]/2=[CH:11]\[C:12]2[NH:16][CH:15]=[C:14]([C:17]([OH:19])=O)[CH:13]=2)[N:7]=1.[O:33]1[CH2:38][CH2:37][N:36]([CH2:39][CH2:40][NH2:41])[CH2:35][CH2:34]1.F[P-](F)(F)(F)(F)F.N1(O[P+](N(C)C)(N(C)C)N(C)C)C2C=CC=CC=2N=N1.CCN(C(C)C)C(C)C. (2) Given the product [Cl:23][C:24]1[CH:25]=[C:26](/[CH:27]=[CH:28]/[C:29]([N:18]2[CH2:19][CH2:20][N:15]([CH2:14][CH2:13][CH2:12][N:10]3[CH2:9][CH2:8][C:5]4([CH2:6][CH2:7]4)[C@H:4]([OH:3])[CH2:11]3)[C:16](=[O:22])[CH:17]2[CH3:21])=[O:30])[CH:32]=[CH:33][C:34]=1[Cl:35], predict the reactants needed to synthesize it. The reactants are: Cl.Cl.[OH:3][C@@H:4]1[CH2:11][N:10]([CH2:12][CH2:13][CH2:14][N:15]2[CH2:20][CH2:19][NH:18][CH:17]([CH3:21])[C:16]2=[O:22])[CH2:9][CH2:8][C:5]21[CH2:7][CH2:6]2.[Cl:23][C:24]1[CH:25]=[C:26]([CH:32]=[CH:33][C:34]=1[Cl:35])[CH:27]=[CH:28][C:29](O)=[O:30].C(N(CC)CC)C.F[P-](F)(F)(F)(F)F.N1(OC(N(C)C)=[N+](C)C)C2N=CC=CC=2N=N1.